From a dataset of Catalyst prediction with 721,799 reactions and 888 catalyst types from USPTO. Predict which catalyst facilitates the given reaction. Product: [C:20](=[O:21])([OH:22])[NH2:32].[NH:32]1[CH:36]=[CH:35][N:34]=[CH:33]1. The catalyst class is: 2. Reactant: COC1C(OC)=CC(C(O)CCN(C)C(=O)CCCC[C:20]([O:22]C)=[O:21])=C([N+]([O-])=O)C=1.C([N:32]1[CH:36]=[CH:35][N:34]=[CH:33]1)([N:32]1[CH:36]=[CH:35][N:34]=[CH:33]1)=O.